From a dataset of Reaction yield outcomes from USPTO patents with 853,638 reactions. Predict the reaction yield, written as a fraction of the theoretical maximum amount of product (1.0 means a 100% yield; for example, 0.34 means a 34% yield). (1) The reactants are [CH3:1][O:2][C:3]1[CH:4]=[C:5]([NH2:14])[C:6](=[C:10]([O:12][CH3:13])[CH:11]=1)[C:7]([OH:9])=[O:8].[CH2:15](OC(OCC)OCC)C. No catalyst specified. The product is [CH3:13][O:12][C:10]1[C:6]2[C:7](=[O:9])[O:8][CH:15]=[N:14][C:5]=2[CH:4]=[C:3]([O:2][CH3:1])[CH:11]=1. The yield is 0.760. (2) The reactants are [O:1]1[CH:5]=[CH:4][N:3]=[C:2]1[C:6]([NH:9]C(=O)OCC1C=CC=CC=1)([CH3:8])[CH3:7].[H][H]. The catalyst is C(O)C.[Pd]. The product is [CH3:7][C:6]([CH3:8])([C:2]1[O:1][CH:5]=[CH:4][N:3]=1)[NH2:9]. The yield is 0.330. (3) The reactants are [Cl:1][C:2]1[CH:7]=[C:6](Cl)[N:5]2[N:9]=[CH:10][CH:11]=[C:4]2[N:3]=1.CCN(CC)CC.[CH:19]1([NH2:22])[CH2:21][CH2:20]1. The catalyst is C(#N)C. The product is [Cl:1][C:2]1[CH:7]=[C:6]([NH:22][CH:19]2[CH2:21][CH2:20]2)[N:5]2[N:9]=[CH:10][CH:11]=[C:4]2[N:3]=1. The yield is 0.700. (4) The reactants are [OH-].[K+].[CH3:3][O:4][C:5]1[CH:6]=[C:7]([CH2:13][O:14][C:15]2[CH:16]=[C:17]([NH2:20])[NH:18][N:19]=2)[CH:8]=[C:9]([O:11][CH3:12])[CH:10]=1.C(=O)(OC(C)(C)C)[O:22][C:23]([O:25][C:26]([CH3:29])([CH3:28])[CH3:27])=O. The catalyst is O.ClCCl. The product is [NH2:20][C:17]1[N:18]([C:23]([O:25][C:26]([CH3:29])([CH3:28])[CH3:27])=[O:22])[N:19]=[C:15]([O:14][CH2:13][C:7]2[CH:6]=[C:5]([O:4][CH3:3])[CH:10]=[C:9]([O:11][CH3:12])[CH:8]=2)[CH:16]=1. The yield is 0.990. (5) The reactants are [F:1][C:2]1[CH:11]=[C:10]2[C:5](C(O[Si](C)(C)C)(C#N)[CH2:7][CH2:8][O:9]2)=[CH:4][CH:3]=1.[C:19]([OH:22])(=[O:21])[CH3:20]. The catalyst is Cl.O.C(OCC)(=O)C. The product is [F:1][C:2]1[CH:11]=[C:10]2[C:5]([CH:20]([C:19]([OH:22])=[O:21])[CH2:7][CH2:8][O:9]2)=[CH:4][CH:3]=1. The yield is 0.839. (6) The reactants are [OH:1][C:2]1[CH:3]=[C:4]([C:12]([O:14][CH3:15])=[O:13])[CH:5]=[C:6]([CH:11]=1)[C:7]([O:9][CH3:10])=[O:8].C(=O)([O-])[O-].[K+].[K+].[CH2:22](Br)[CH:23]=[CH2:24]. The catalyst is CC(C)=O. The product is [CH2:24]([O:1][C:2]1[CH:11]=[C:6]([C:7]([O:9][CH3:10])=[O:8])[CH:5]=[C:4]([CH:3]=1)[C:12]([O:14][CH3:15])=[O:13])[CH:23]=[CH2:22]. The yield is 0.840.